From a dataset of Reaction yield outcomes from USPTO patents with 853,638 reactions. Predict the reaction yield, written as a fraction of the theoretical maximum amount of product (1.0 means a 100% yield; for example, 0.34 means a 34% yield). (1) The reactants are [CH3:1][C:2]1[O:6][N:5]=[C:4]([C:7]2[CH:12]=[CH:11][CH:10]=[CH:9][N:8]=2)[C:3]=1[CH2:13][O:14][C:15]1[CH:23]=[CH:22][C:18]([C:19](O)=[O:20])=[CH:17][N:16]=1.ClC1C=C(C2C(COC3C=CC(C(O)=O)=CN=3)=C(C)ON=2)C=CC=1.[NH2:48][CH:49]([OH:51])[CH3:50]. No catalyst specified. The product is [OH:20][CH2:19][CH2:18][C:17]1[N:16]=[C:15]([O:14][CH2:13][C:3]2[C:4]([C:7]3[CH:12]=[CH:11][CH:10]=[CH:9][N:8]=3)=[N:5][O:6][C:2]=2[CH3:1])[CH:23]=[CH:22][C:50]=1[C:49]([NH2:48])=[O:51]. The yield is 0.240. (2) The reactants are [CH3:1][O:2][C:3]1[CH:8]=[CH:7][C:6]([OH:9])=[CH:5][CH:4]=1.[Cl-].[Cl-].[Mg+2].C(N(CC)CC)C.[CH2:20]=[O:21].Cl. The catalyst is C(#N)C. The product is [OH:9][C:6]1[CH:7]=[CH:8][C:3]([O:2][CH3:1])=[CH:4][C:5]=1[CH:20]=[O:21]. The yield is 0.910.